From a dataset of Reaction yield outcomes from USPTO patents with 853,638 reactions. Predict the reaction yield, written as a fraction of the theoretical maximum amount of product (1.0 means a 100% yield; for example, 0.34 means a 34% yield). The product is [CH3:39][C:34]1[C:33]([C:30]2[CH:31]=[CH:32][C:23]([NH:22][C:2]3[CH:7]=[C:6]([C:8]([F:11])([F:10])[F:9])[CH:5]=[C:4]([C:12]([N:14]4[CH2:19][C@H:18]([CH3:20])[O:17][C@H:16]([CH3:21])[CH2:15]4)=[O:13])[CH:3]=3)=[C:24]([CH:29]=2)[C:25]([O:27][CH3:28])=[O:26])=[C:37]([CH3:38])[O:36][N:35]=1. The catalyst is O.CC(C1C=C(C(C)C)C(C2C=CC=C(P(C3CCCCC3)C3CCCCC3)C=2)=C(C(C)C)C=1)C.C1C=[C-]C(C2C(N)=CC=CC=2)=CC=1.Cl[Pd+]. The yield is 0.950. The reactants are Br[C:2]1[CH:3]=[C:4]([C:12]([N:14]2[CH2:19][C@@H:18]([CH3:20])[O:17][C@@H:16]([CH3:21])[CH2:15]2)=[O:13])[CH:5]=[C:6]([C:8]([F:11])([F:10])[F:9])[CH:7]=1.[NH2:22][C:23]1[CH:32]=[CH:31][C:30]([C:33]2[C:34]([CH3:39])=[N:35][O:36][C:37]=2[CH3:38])=[CH:29][C:24]=1[C:25]([O:27][CH3:28])=[O:26].C([O-])([O-])=O.[Cs+].[Cs+].